Dataset: Reaction yield outcomes from USPTO patents with 853,638 reactions. Task: Predict the reaction yield, written as a fraction of the theoretical maximum amount of product (1.0 means a 100% yield; for example, 0.34 means a 34% yield). (1) The reactants are FC(F)(F)C1C=C(NC(=O)[NH:11][C:12]2[CH:17]=[CH:16][C:15]([C:18]3[S:22][C:21]([CH2:23][CH2:24][C:25]([O:27][CH3:28])=[O:26])=[N:20][CH:19]=3)=[CH:14][CH:13]=2)C=CC=1.[Cl:32][C:33]1[CH:38]=[CH:37][C:36]([N:39]=[C:40]=[O:41])=[C:35]([O:42][C:43]2[CH:48]=[CH:47][CH:46]=[CH:45][CH:44]=2)[CH:34]=1. No catalyst specified. The product is [Cl:32][C:33]1[CH:38]=[CH:37][C:36]([NH:39][C:40](=[O:41])[NH:11][C:12]2[CH:13]=[CH:14][C:15]([C:18]3[S:22][C:21]([CH2:23][CH2:24][C:25]([O:27][CH3:28])=[O:26])=[N:20][CH:19]=3)=[CH:16][CH:17]=2)=[C:35]([O:42][C:43]2[CH:44]=[CH:45][CH:46]=[CH:47][CH:48]=2)[CH:34]=1. The yield is 0.960. (2) The reactants are Cl[CH2:2][CH2:3][CH:4]1[CH2:12][CH2:11][CH2:10][C:9]2[N:8]([C:13]3[CH:18]=[CH:17][CH:16]=[CH:15][CH:14]=3)[N:7]=[CH:6][C:5]1=2.C([O-])([O-])=O.[K+].[K+].[NH:25]1[CH2:30][CH2:29][O:28][CH2:27][CH2:26]1. The catalyst is CN(C=O)C.C(OCC)(=O)C. The product is [N:25]1([CH2:2][CH2:3][CH:4]2[CH2:12][CH2:11][CH2:10][C:9]3[N:8]([C:13]4[CH:18]=[CH:17][CH:16]=[CH:15][CH:14]=4)[N:7]=[CH:6][C:5]2=3)[CH2:30][CH2:29][O:28][CH2:27][CH2:26]1. The yield is 0.760. (3) The reactants are [N:1]1[CH:6]=[CH:5][CH:4]=[CH:3][C:2]=1[C:7]1[C:11]([C:12](O)=[O:13])=[C:10](/[CH:15]=[CH:16]/[C:17]2[CH:22]=[CH:21][CH:20]=[CH:19][CH:18]=2)[O:9][N:8]=1.C(N(CC)CC)C.ClC(OCC)=O.[BH4-].[Na+].[OH-].[Na+]. The catalyst is C1COCC1.O. The product is [N:1]1[CH:6]=[CH:5][CH:4]=[CH:3][C:2]=1[C:7]1[C:11]([CH2:12][OH:13])=[C:10](/[CH:15]=[CH:16]/[C:17]2[CH:18]=[CH:19][CH:20]=[CH:21][CH:22]=2)[O:9][N:8]=1. The yield is 0.720. (4) The reactants are [CH3:1][O:2][C:3](=[O:16])[C:4]1[CH:9]=[C:8](I)[C:7]([C:11]([F:14])([F:13])[CH3:12])=[CH:6][C:5]=1[NH2:15].[CH:17]([N:20]1[C:24]([Sn](CCCC)(CCCC)CCCC)=[CH:23][CH:22]=[N:21]1)([CH3:19])[CH3:18]. The catalyst is O1CCOCC1.Cl[Pd](Cl)([P](C1C=CC=CC=1)(C1C=CC=CC=1)C1C=CC=CC=1)[P](C1C=CC=CC=1)(C1C=CC=CC=1)C1C=CC=CC=1. The product is [CH3:1][O:2][C:3](=[O:16])[C:4]1[CH:9]=[C:8]([C:24]2[N:20]([CH:17]([CH3:19])[CH3:18])[N:21]=[CH:22][CH:23]=2)[C:7]([C:11]([F:14])([F:13])[CH3:12])=[CH:6][C:5]=1[NH2:15]. The yield is 0.180. (5) The reactants are C(OC(=O)[NH:7][CH2:8][CH2:9][CH:10]1[CH2:15][CH2:14][N:13]([C:16]2[C:25]3[C:20](=[N:21][CH:22]=[C:23]([O:26][CH3:27])[CH:24]=3)[N:19]=[CH:18][CH:17]=2)[CH2:12][CH2:11]1)(C)(C)C.C(O)(C(F)(F)F)=O. The catalyst is C(Cl)Cl. The product is [CH3:27][O:26][C:23]1[CH:24]=[C:25]2[C:20](=[N:21][CH:22]=1)[N:19]=[CH:18][CH:17]=[C:16]2[N:13]1[CH2:14][CH2:15][CH:10]([CH2:9][CH2:8][NH2:7])[CH2:11][CH2:12]1. The yield is 0.900.